From a dataset of Catalyst prediction with 721,799 reactions and 888 catalyst types from USPTO. Predict which catalyst facilitates the given reaction. (1) Reactant: [O:1]=[S:2]1(=[O:30])[C:7]2[CH:8]=[CH:9][CH:10]=[CH:11][C:6]=2[NH:5][C:4]([C:12]2[C:13](=[O:29])[N:14]([N:23]=[CH:24][CH2:25][CH:26]([CH3:28])[CH3:27])[C:15]3[C:20]([C:21]=2[OH:22])=[CH:19][CH:18]=[CH:17][CH:16]=3)=[N:3]1.CO.[BH4-].[Li+].Cl. Product: [O:30]=[S:2]1(=[O:1])[C:7]2[CH:8]=[CH:9][CH:10]=[CH:11][C:6]=2[NH:5][C:4]([C:12]2[C:13](=[O:29])[N:14]([NH:23][CH2:24][CH2:25][CH:26]([CH3:27])[CH3:28])[C:15]3[C:20]([C:21]=2[OH:22])=[CH:19][CH:18]=[CH:17][CH:16]=3)=[N:3]1. The catalyst class is: 30. (2) Reactant: [CH:1]1([N:5]2[CH2:10][CH2:9][CH:8]([O:11][C:12]3[CH:17]=[CH:16][C:15]([NH:18][CH2:19][C:20]([N:22]4[CH2:27][CH2:26][O:25][CH2:24][CH2:23]4)=[O:21])=[CH:14][CH:13]=3)[CH2:7][CH2:6]2)[CH2:4][CH2:3][CH2:2]1.[ClH:28]. Product: [ClH:28].[CH:1]1([N:5]2[CH2:6][CH2:7][CH:8]([O:11][C:12]3[CH:13]=[CH:14][C:15]([NH:18][CH2:19][C:20]([N:22]4[CH2:27][CH2:26][O:25][CH2:24][CH2:23]4)=[O:21])=[CH:16][CH:17]=3)[CH2:9][CH2:10]2)[CH2:4][CH2:3][CH2:2]1. The catalyst class is: 27. (3) Reactant: C(Cl)(=O)C(Cl)=O.[Br:7][C:8]1[CH:18]=[CH:17][C:11]([O:12][CH2:13][C:14]([OH:16])=O)=[CH:10][CH:9]=1.[NH:19]1[CH2:23][CH2:22][CH2:21][CH2:20]1. Product: [Br:7][C:8]1[CH:9]=[CH:10][C:11]([O:12][CH2:13][C:14]([N:19]2[CH2:23][CH2:22][CH2:21][CH2:20]2)=[O:16])=[CH:17][CH:18]=1. The catalyst class is: 306. (4) Reactant: Cl[C:2]1[CH:3]=[CH:4][C:5]2[N:6]([C:8]([C:11]3[CH:16]=[C:15]([O:17][CH3:18])[CH:14]=[CH:13][C:12]=3[O:19][CH3:20])=[N:9][N:10]=2)[N:7]=1.[CH3:21][O:22][C:23]1[CH:28]=[CH:27][C:26](B(O)O)=[CH:25][C:24]=1[O:32][C@H:33]1[CH2:37][CH2:36][O:35][CH2:34]1.C([O-])([O-])=O.[Na+].[Na+]. Product: [CH3:20][O:19][C:12]1[CH:13]=[CH:14][C:15]([O:17][CH3:18])=[CH:16][C:11]=1[C:8]1[N:6]2[N:7]=[C:2]([C:26]3[CH:27]=[CH:28][C:23]([O:22][CH3:21])=[C:24]([O:32][C@H:33]4[CH2:37][CH2:36][O:35][CH2:34]4)[CH:25]=3)[CH:3]=[CH:4][C:5]2=[N:10][N:9]=1. The catalyst class is: 104. (5) Reactant: [C:1]1([CH:7]([C:25]2[CH:30]=[CH:29][CH:28]=[CH:27][CH:26]=2)[N:8]2[CH2:13][CH2:12][C:11]([C:17]3[CH:22]=[CH:21][CH:20]=[C:19]([O:23][CH3:24])[CH:18]=3)([C:14](O)=[O:15])[CH2:10][CH2:9]2)[CH:6]=[CH:5][CH:4]=[CH:3][CH:2]=1.S(Cl)(Cl)=O.[H-].[Na+].[C:37]([NH:41][S:42]([NH2:45])(=[O:44])=[O:43])([CH3:40])([CH3:39])[CH3:38].[Cl-].[NH4+]. Product: [C:37]([NH:41][S:42]([NH:45][C:14]([C:11]1([C:17]2[CH:22]=[CH:21][CH:20]=[C:19]([O:23][CH3:24])[CH:18]=2)[CH2:12][CH2:13][N:8]([CH:7]([C:1]2[CH:6]=[CH:5][CH:4]=[CH:3][CH:2]=2)[C:25]2[CH:30]=[CH:29][CH:28]=[CH:27][CH:26]=2)[CH2:9][CH2:10]1)=[O:15])(=[O:44])=[O:43])([CH3:40])([CH3:39])[CH3:38]. The catalyst class is: 489. (6) Reactant: [C:1]([O:5][C:6]([NH:8][CH:9]([CH2:13][CH:14]=[CH2:15])[C:10]([OH:12])=[O:11])=[O:7])([CH3:4])([CH3:3])[CH3:2].[C:16](=O)([O-])[O-].[K+].[K+].IC. Product: [C:1]([O:5][C:6]([NH:8][CH:9]([CH2:13][CH:14]=[CH2:15])[C:10]([O:12][CH3:16])=[O:11])=[O:7])([CH3:4])([CH3:3])[CH3:2]. The catalyst class is: 9. (7) Reactant: [F:1][C:2]1[CH:16]=[CH:15][C:14]([F:17])=[CH:13][C:3]=1[CH2:4]P(=O)(OCC)OCC.[Br:18][C:19]1[CH:20]=[N:21][CH:22]=[C:23]([CH:26]=1)[CH:24]=O.CC(C)([O-])C.[K+].CCCCCC. Product: [Br:18][C:19]1[CH:20]=[N:21][CH:22]=[C:23](/[CH:24]=[CH:4]/[C:3]2[CH:13]=[C:14]([F:17])[CH:15]=[CH:16][C:2]=2[F:1])[CH:26]=1. The catalyst class is: 365. (8) Reactant: [NH2:1][C:2]1[C:11]2[N:10]=[CH:9][C:8]([CH2:12][CH2:13][C:14]3[CH:24]=[CH:23][C:17](C(OCC)=O)=[CH:16][CH:15]=3)=[CH:7][C:6]=2[C:5]2[CH:25]=[CH:26][C:27]([CH3:29])=[CH:28][C:4]=2[N:3]=1.[CH3:30][Mg]I.CC[O:35][CH2:36][CH3:37]. Product: [NH2:1][C:2]1[C:11]2[N:10]=[CH:9][C:8]([CH2:12][CH2:13][C:14]3[CH:24]=[CH:23][C:17]([C:36]([OH:35])([CH3:37])[CH3:30])=[CH:16][CH:15]=3)=[CH:7][C:6]=2[C:5]2[CH:25]=[CH:26][C:27]([CH3:29])=[CH:28][C:4]=2[N:3]=1. The catalyst class is: 2. (9) Reactant: [CH3:1][C:2]([C:8]1[CH:13]=[CH:12][CH:11]=[CH:10][C:9]=1[S:14][S:15][CH3:16])([CH3:7])[CH2:3][C:4]([OH:6])=[O:5].[F:17][C:18]1[CH:23]=[CH:22][C:21](O)=[CH:20][CH:19]=1.C(N=C=NC(C)C)(C)C. Product: [CH3:7][C:2]([C:8]1[CH:13]=[CH:12][CH:11]=[CH:10][C:9]=1[S:14][S:15][CH3:16])([CH3:1])[CH2:3][C:4]([O:6][C:21]1[CH:22]=[CH:23][C:18]([F:17])=[CH:19][CH:20]=1)=[O:5]. The catalyst class is: 79.